Dataset: Reaction yield outcomes from USPTO patents with 853,638 reactions. Task: Predict the reaction yield, written as a fraction of the theoretical maximum amount of product (1.0 means a 100% yield; for example, 0.34 means a 34% yield). (1) The reactants are [Cl:1][C:2]1[CH:3]=[CH:4][C:5]([CH2:9][OH:10])=[C:6]([OH:8])[CH:7]=1.Br[CH2:12][CH2:13][C:14]1[CH:19]=[CH:18][CH:17]=[CH:16][CH:15]=1.C([O-])([O-])=O.[K+].[K+]. The catalyst is CN(C=O)C. The product is [Cl:1][C:2]1[CH:3]=[CH:4][C:5]([CH2:9][OH:10])=[C:6]([O:8][CH:13]([C:14]2[CH:19]=[CH:18][CH:17]=[CH:16][CH:15]=2)[CH3:12])[CH:7]=1. The yield is 0.770. (2) The reactants are [C:1]([O:4][C@@H:5]1[C@@H:10]([O:11][C:12](=[O:14])[CH3:13])[C@H:9]([O:15][C:16](=[O:18])[CH3:17])[C@@H:8]([O:19]/[C:20](/[C:29]([O:31][CH2:32]C)=[O:30])=[CH:21]\[C:22]2C=C[CH:25]=[CH:24][C:23]=2F)[O:7][C@H:6]1[CH2:34][O:35][C:36](=[O:38])[CH3:37])(=[O:3])[CH3:2].O=C(CC1[S:47]C=CC=1)C(OC)=O.[H-].[Na+].[Br-].C(O[C@@H]1[C@@H](OC(=O)C)[C@H](OC(=O)C)[C@@H](COC(=O)C)O[C@@H]1O)(=O)C. No catalyst specified. The product is [C:1]([O:4][C@@H:5]1[C@@H:10]([O:11][C:12](=[O:14])[CH3:13])[C@H:9]([O:15][C:16](=[O:18])[CH3:17])[C@@H:8]([O:19]/[C:20](/[C:29]([O:31][CH3:32])=[O:30])=[CH:21]\[C:22]2[S:47][CH:25]=[CH:24][CH:23]=2)[O:7][C@H:6]1[CH2:34][O:35][C:36](=[O:38])[CH3:37])(=[O:3])[CH3:2]. The yield is 0.180. (3) The reactants are [CH3:1][C:2]1[N:6]([CH:7]([CH3:9])[CH3:8])[C:5]([C:10]2[CH:15]=[CH:14][N:13]=[C:12]([NH:16][CH:17]3[CH2:21][CH2:20][NH:19][CH2:18]3)[N:11]=2)=[CH:4][N:3]=1.C(O)[C:23]([NH2:28])(CO)CO.C(Cl)Cl.CC[O:35][CH2:36]C. The catalyst is CN=C=O.C1COCC1. The product is [CH3:23][NH:28][C:36]([N:19]1[CH2:20][CH2:21][CH:17]([NH:16][C:12]2[N:11]=[C:10]([C:5]3[N:6]([CH:7]([CH3:9])[CH3:8])[C:2]([CH3:1])=[N:3][CH:4]=3)[CH:15]=[CH:14][N:13]=2)[CH2:18]1)=[O:35]. The yield is 0.300. (4) The reactants are [Br:1]N1C(=O)CCC1=O.[Cl:9][C:10]1[C:11]2[CH:18]=[CH:17][NH:16][C:12]=2[N:13]=[CH:14][N:15]=1. The catalyst is C(Cl)Cl. The product is [Br:1][C:18]1[C:11]2[C:10]([Cl:9])=[N:15][CH:14]=[N:13][C:12]=2[NH:16][CH:17]=1. The yield is 0.691.